Dataset: Reaction yield outcomes from USPTO patents with 853,638 reactions. Task: Predict the reaction yield, written as a fraction of the theoretical maximum amount of product (1.0 means a 100% yield; for example, 0.34 means a 34% yield). The catalyst is C1COCC1. The product is [C:2]1([CH2:1][O:8][C:9]2[CH:10]=[C:11]([CH2:15][CH2:16][NH2:17])[CH:12]=[CH:13][CH:14]=2)[CH:3]=[CH:4][CH:5]=[CH:6][CH:7]=1. The reactants are [CH2:1]([O:8][C:9]1[CH:10]=[C:11]([CH2:15][C:16]#[N:17])[CH:12]=[CH:13][CH:14]=1)[C:2]1[CH:7]=[CH:6][CH:5]=[CH:4][CH:3]=1.[H-].[H-].[H-].[H-].[Li+].[Al+3]. The yield is 0.510.